This data is from Catalyst prediction with 721,799 reactions and 888 catalyst types from USPTO. The task is: Predict which catalyst facilitates the given reaction. (1) Reactant: [C:1]12([CH2:11][C:12](O)=[O:13])[CH2:10][CH:5]3[CH2:6][CH:7]([CH2:9][CH:3]([CH2:4]3)[CH2:2]1)[CH2:8]2.C(N(C(C)C)CC)(C)C.CN(C(ON1N=NC2C=CC=CC1=2)=[N+](C)C)C.F[P-](F)(F)(F)(F)F.[Cl:48][C:49]1[CH:58]=[CH:57][C:52]([C:53](=[N:55]O)[NH2:54])=[CH:51][CH:50]=1. Product: [C:1]12([CH2:11][C:12]3[O:13][N:55]=[C:53]([C:52]4[CH:57]=[CH:58][C:49]([Cl:48])=[CH:50][CH:51]=4)[N:54]=3)[CH2:2][CH:3]3[CH2:4][CH:5]([CH2:6][CH:7]([CH2:9]3)[CH2:8]1)[CH2:10]2. The catalyst class is: 3. (2) Reactant: C12(P(C34CC5CC(CC(C5)C3)C4)CCCC)CC3CC(CC(C3)C1)C2.[Cl:26][C:27]1[CH:28]=[C:29]([C:33]2[C:38]3[N:39]([CH2:42][C@H:43]4[CH2:48][CH2:47][C@H:46]([CH3:49])[CH2:45][CH2:44]4)[CH:40]=[N:41][C:37]=3[CH:36]=[C:35]([C:50]#[N:51])[N:34]=2)[CH:30]=[N:31][CH:32]=1.Br[C:53]1[CH:58]=[C:57]([CH:59]([CH3:61])[CH3:60])[CH:56]=[CH:55][N:54]=1.[F-].[Cs+].C(O)(=O)C(C)(C)C. Product: [Cl:26][C:27]1[CH:28]=[C:29]([C:33]2[C:38]3[N:39]([CH2:42][C@H:43]4[CH2:48][CH2:47][C@H:46]([CH3:49])[CH2:45][CH2:44]4)[C:40]([C:53]4[CH:58]=[C:57]([CH:59]([CH3:61])[CH3:60])[CH:56]=[CH:55][N:54]=4)=[N:41][C:37]=3[CH:36]=[C:35]([C:50]#[N:51])[N:34]=2)[CH:30]=[N:31][CH:32]=1. The catalyst class is: 584. (3) Reactant: Cl.[NH2:2][OH:3].C([O-])(=O)C.[Na+].[CH:9]1([NH:15][C:16]2[C:21]([CH:22]=O)=[C:20]([CH3:24])[N:19]=[C:18]3[N:25]([CH2:28][CH3:29])[N:26]=[CH:27][C:17]=23)[CH2:14][CH2:13][CH2:12][CH2:11][CH2:10]1. Product: [CH:9]1([NH:15][C:16]2[C:21]([CH:22]=[N:2][OH:3])=[C:20]([CH3:24])[N:19]=[C:18]3[N:25]([CH2:28][CH3:29])[N:26]=[CH:27][C:17]=23)[CH2:14][CH2:13][CH2:12][CH2:11][CH2:10]1. The catalyst class is: 8. (4) Reactant: C(OC([N:8]1[CH2:13][CH2:12][CH:11]([NH:14][C:15]2[N:20]=[C:19]([NH:21][CH2:22]CO)[N:18]=[C:17]([O:25][CH3:26])[N:16]=2)[CH2:10][CH2:9]1)=O)(C)(C)C.C(OC(N1CCC(NC2N=C(Cl)N=C(OC)N=2)CC1)=O)(C)(C)C.CN.C(N(C(C)C)C(C)C)C.COC1N=C(NC2CCNCC2)N=C(NCCO)N=1. Product: [CH3:26][O:25][C:17]1[N:18]=[C:19]([NH:21][CH3:22])[N:20]=[C:15]([NH:14][CH:11]2[CH2:12][CH2:13][NH:8][CH2:9][CH2:10]2)[N:16]=1. The catalyst class is: 10. (5) Reactant: [C:1]([O:5][C:6](=[O:24])[NH:7][CH2:8][CH2:9][C:10]([CH3:23])([NH:12][C:13]1[CH:18]=[C:17]([CH3:19])[CH:16]=[CH:15][C:14]=1[N+:20]([O-])=O)[CH3:11])([CH3:4])([CH3:3])[CH3:2]. Product: [C:1]([O:5][C:6](=[O:24])[NH:7][CH2:8][CH2:9][C:10]([NH:12][C:13]1[CH:18]=[C:17]([CH3:19])[CH:16]=[CH:15][C:14]=1[NH2:20])([CH3:23])[CH3:11])([CH3:2])([CH3:3])[CH3:4]. The catalyst class is: 19.